From a dataset of Catalyst prediction with 721,799 reactions and 888 catalyst types from USPTO. Predict which catalyst facilitates the given reaction. (1) Reactant: C(=O)([O-])[O-].[Na+].[Na+].O.Br[C:9]1[CH:10]=[CH:11][C:12]2[O:17][CH2:16][C:15](=[O:18])[NH:14][C:13]=2[CH:19]=1.[C:20]([O:24][CH:25]([C:31]1[C:35](B2OC(C)(C)C(C)(C)O2)=[C:34]([CH3:45])[S:33][C:32]=1[CH3:46])[C:26]([O:28][CH2:29][CH3:30])=[O:27])([CH3:23])([CH3:22])[CH3:21]. Product: [C:20]([O:24][CH:25]([C:31]1[C:35]([C:9]2[CH:10]=[CH:11][C:12]3[O:17][CH2:16][C:15](=[O:18])[NH:14][C:13]=3[CH:19]=2)=[C:34]([CH3:45])[S:33][C:32]=1[CH3:46])[C:26]([O:28][CH2:29][CH3:30])=[O:27])([CH3:23])([CH3:22])[CH3:21]. The catalyst class is: 9. (2) Reactant: [N:1]12[CH2:9][CH2:8][CH:5]([CH2:6][CH2:7]1)[NH:4][CH2:3][CH2:2]2.[O:10]1[CH:14]=[CH:13][CH:12]=[C:11]1[C:15]([Cl:17])=[O:16].C(N(C(C)C)CC)(C)C. Product: [ClH:17].[N:1]12[CH2:9][CH2:8][CH:5]([CH2:6][CH2:7]1)[N:4]([C:15]([C:11]1[O:10][CH:14]=[CH:13][CH:12]=1)=[O:16])[CH2:3][CH2:2]2. The catalyst class is: 57. (3) Reactant: [OH:1][C:2]1[C:10]([CH:11]=[O:12])=[C:9]2[C:5]([CH:6]=[N:7][NH:8]2)=[CH:4][CH:3]=1.Br[CH2:14][C:15]1[CH:24]=[CH:23][C:18]([C:19]([O:21][CH3:22])=[O:20])=[CH:17][CH:16]=1.C(=O)([O-])[O-].[K+].[K+].O. Product: [CH:11]([C:10]1[C:2]([O:1][CH2:14][C:15]2[CH:24]=[CH:23][C:18]([C:19]([O:21][CH3:22])=[O:20])=[CH:17][CH:16]=2)=[CH:3][CH:4]=[C:5]2[C:9]=1[NH:8][N:7]=[CH:6]2)=[O:12]. The catalyst class is: 39. (4) Reactant: O.[OH-].[Li+].[NH2:4][C:5]1[C:10]([Cl:11])=[C:9]([O:12][CH2:13][CH3:14])[N:8]=[C:7]([C:15]([O:17]C)=[O:16])[C:6]=1[Cl:19].O.Cl. Product: [NH2:4][C:5]1[C:10]([Cl:11])=[C:9]([O:12][CH2:13][CH3:14])[N:8]=[C:7]([C:15]([OH:17])=[O:16])[C:6]=1[Cl:19]. The catalyst class is: 8. (5) Reactant: [CH3:1][O:2][C:3]1[N:8]=[C:7]([O:9][CH3:10])[C:6]([C:11]2[CH:20]=[C:19]3[C:14]([C:15](Cl)=[C:16]([C:21]([NH2:23])=[O:22])[CH:17]=[N:18]3)=[CH:13][CH:12]=2)=[CH:5][N:4]=1.C(O)(=O)C.[NH2:29][C:30]1[CH:31]=[C:32]([C:45]([O:47][CH2:48][CH3:49])=[O:46])[CH:33]=[C:34]([C:36]2[C:41]([O:42][CH3:43])=[CH:40][CH:39]=[CH:38][C:37]=2[F:44])[CH:35]=1.[OH-].[Na+]. Product: [NH2:23][C:21]([C:16]1[CH:17]=[N:18][C:19]2[C:14]([C:15]=1[NH:29][C:30]1[CH:31]=[C:32]([C:45]([O:47][CH2:48][CH3:49])=[O:46])[CH:33]=[C:34]([C:36]3[C:41]([O:42][CH3:43])=[CH:40][CH:39]=[CH:38][C:37]=3[F:44])[CH:35]=1)=[CH:13][CH:12]=[C:11]([C:6]1[C:7]([O:9][CH3:10])=[N:8][C:3]([O:2][CH3:1])=[N:4][CH:5]=1)[CH:20]=2)=[O:22]. The catalyst class is: 69. (6) The catalyst class is: 168. Reactant: [C:1](Cl)(=[O:8])[C:2]1[CH:7]=[CH:6][CH:5]=[CH:4][CH:3]=1.C(N(CC)CC)C.C(OC(=O)[NH:23][CH2:24][C:25]1[C:26]([CH2:40][OH:41])=[N:27][C:28]([NH:32]C(OC(C)(C)C)=O)=[CH:29][C:30]=1[CH3:31])(C)(C)C.Cl. Product: [C:1]([O:41][CH2:40][C:26]1[C:25]([CH2:24][NH2:23])=[C:30]([CH3:31])[CH:29]=[C:28]([NH2:32])[N:27]=1)(=[O:8])[C:2]1[CH:7]=[CH:6][CH:5]=[CH:4][CH:3]=1. (7) Reactant: Br[CH2:2][C:3]1[CH:8]=[CH:7][C:6]([C:9]2[CH:13]=[C:12]([C:14]3[C:15]([N:32]([C:40]([O:42][C:43]([CH3:46])([CH3:45])[CH3:44])=[O:41])C(=O)OC(C)(C)C)=[N:16][CH:17]=[C:18]([C:20]4[CH:25]=[CH:24][C:23]([S:26]([CH:29]([CH3:31])[CH3:30])(=[O:28])=[O:27])=[CH:22][N:21]=4)[CH:19]=3)[O:11][N:10]=2)=[CH:5][CH:4]=1.C(O)C.[CH3:50][NH2:51]. Product: [CH:29]([S:26]([C:23]1[CH:24]=[CH:25][C:20]([C:18]2[CH:19]=[C:14]([C:12]3[O:11][N:10]=[C:9]([C:6]4[CH:7]=[CH:8][C:3]([CH2:2][NH:51][CH3:50])=[CH:4][CH:5]=4)[CH:13]=3)[C:15]([NH:32][C:40](=[O:41])[O:42][C:43]([CH3:46])([CH3:45])[CH3:44])=[N:16][CH:17]=2)=[N:21][CH:22]=1)(=[O:27])=[O:28])([CH3:31])[CH3:30]. The catalyst class is: 2. (8) Reactant: [Br:1][C:2]1[C:3](F)=[C:4]2[C:10]([NH:11][C:12]([C:14]3[CH:19]=[N:18][C:17]([CH3:20])=[CH:16][N:15]=3)=[O:13])=[CH:9][NH:8][C:5]2=[N:6][CH:7]=1.[NH:22]1[CH2:27][CH2:26][CH2:25][C@@H:24]([NH:28][C:29](=[O:35])[O:30][C:31]([CH3:34])([CH3:33])[CH3:32])[CH2:23]1. Product: [Br:1][C:2]1[C:3]([N:22]2[CH2:27][CH2:26][CH2:25][C@@H:24]([NH:28][C:29](=[O:35])[O:30][C:31]([CH3:33])([CH3:32])[CH3:34])[CH2:23]2)=[C:4]2[C:10]([NH:11][C:12]([C:14]3[CH:19]=[N:18][C:17]([CH3:20])=[CH:16][N:15]=3)=[O:13])=[CH:9][NH:8][C:5]2=[N:6][CH:7]=1. The catalyst class is: 114.